From a dataset of Reaction yield outcomes from USPTO patents with 853,638 reactions. Predict the reaction yield, written as a fraction of the theoretical maximum amount of product (1.0 means a 100% yield; for example, 0.34 means a 34% yield). The reactants are [Cl:1][C:2]1[C:10]2[N:9]=[C:8]([NH:11][C:12]3[CH:13]=[N:14][C:15]([O:19][CH3:20])=[CH:16][C:17]=3[CH3:18])[N:7]([CH2:21][CH2:22][CH2:23][C:24](OCC)=[O:25])[C:6]=2[C:5]([CH:29]([CH2:32][CH3:33])[CH2:30][CH3:31])=[CH:4][CH:3]=1.[BH4-].[Li+].O. The catalyst is O1CCCC1. The product is [Cl:1][C:2]1[C:10]2[N:9]=[C:8]([NH:11][C:12]3[CH:13]=[N:14][C:15]([O:19][CH3:20])=[CH:16][C:17]=3[CH3:18])[N:7]([CH2:21][CH2:22][CH2:23][CH2:24][OH:25])[C:6]=2[C:5]([CH:29]([CH2:32][CH3:33])[CH2:30][CH3:31])=[CH:4][CH:3]=1. The yield is 0.700.